Dataset: Reaction yield outcomes from USPTO patents with 853,638 reactions. Task: Predict the reaction yield, written as a fraction of the theoretical maximum amount of product (1.0 means a 100% yield; for example, 0.34 means a 34% yield). (1) The yield is 0.770. The product is [NH:11]1[C:7]2=[N:8][CH:9]=[CH:10][C:5]([O:4][C:3]3[CH:14]=[CH:15][C:16]([NH2:18])=[CH:17][C:2]=3[F:1])=[C:6]2[CH:13]=[CH:12]1. The reactants are [F:1][C:2]1[CH:17]=[C:16]([N+:18]([O-])=O)[CH:15]=[CH:14][C:3]=1[O:4][C:5]1[CH:10]=[CH:9][N:8]=[C:7]2[NH:11][CH:12]=[CH:13][C:6]=12.[Cl-].[NH4+]. The catalyst is O1CCCC1.CO.[Zn]. (2) The catalyst is CO. The reactants are [C:1]1([C:7]2([C:10]([OH:12])=[O:11])[CH2:9][CH2:8]2)[CH:6]=[CH:5][CH:4]=[CH:3][CH:2]=1.[CH3:13]C1C=CC(S(O)(=O)=O)=CC=1.CCOC(C)=O. The yield is 0.960. The product is [C:1]1([C:7]2([C:10]([O:12][CH3:13])=[O:11])[CH2:9][CH2:8]2)[CH:6]=[CH:5][CH:4]=[CH:3][CH:2]=1. (3) The reactants are [F:1][C:2]([F:7])([F:6])[C:3]([OH:5])=[O:4].FC(F)(F)C(O)=O.[Cl:15][C:16]1[CH:17]=[N:18][C:19]2[NH:20][C:21]3[CH:22]=[CH:23][CH:24]=[C:25]([CH:38]=3)[CH2:26][CH2:27][C:28]3[CH:36]=[C:32]([NH:33][C:34]=1[N:35]=2)[CH:31]=[C:30]([NH2:37])[CH:29]=3.[C:39]([C:41]1[CH:46]=[CH:45][CH:44]=[CH:43][C:42]=1[S:47](Cl)(=[O:49])=[O:48])#[N:40]. No catalyst specified. The product is [F:1][C:2]([F:7])([F:6])[C:3]([OH:5])=[O:4].[Cl:15][C:16]1[CH:17]=[N:18][C:19]2[NH:20][C:21]3[CH:22]=[CH:23][CH:24]=[C:25]([CH:38]=3)[CH2:26][CH2:27][C:28]3[CH:36]=[C:32]([NH:33][C:34]=1[N:35]=2)[CH:31]=[C:30]([NH:37][S:47]([C:42]1[CH:43]=[CH:44][CH:45]=[CH:46][C:41]=1[C:39]#[N:40])(=[O:49])=[O:48])[CH:29]=3. The yield is 0.270. (4) The reactants are [NH2:1][C:2]1[CH:7]=[CH:6][C:5]([C:8]2[O:9][C:10]([C:13]3[CH:18]=[CH:17][C:16]([NH2:19])=[CH:15][C:14]=3[Cl:20])=[CH:11][CH:12]=2)=[C:4]([Cl:21])[CH:3]=1.[C:22]1([NH2:33])[C:27](F)=[C:26](F)[C:25](F)=[C:24]([NH2:31])C=1F.Cl.Cl. The catalyst is CCO. The product is [Cl:20][C:14]1[CH:15]=[C:16]([N:19]=[N:31][C:24]2[CH:25]=[CH:26][CH:27]=[CH:22][N:33]=2)[CH:17]=[CH:18][C:13]=1[C:10]1[O:9][C:8]([C:5]2[CH:6]=[CH:7][C:2]([N:1]=[N:31][C:24]3[CH:25]=[CH:26][CH:27]=[CH:22][N:33]=3)=[CH:3][C:4]=2[Cl:21])=[CH:12][CH:11]=1. The yield is 0.250.